This data is from Full USPTO retrosynthesis dataset with 1.9M reactions from patents (1976-2016). The task is: Predict the reactants needed to synthesize the given product. (1) Given the product [CH2:1]([O:3][C:4]([C:6]1[CH:10]=[C:9]([O:11][CH3:12])[NH:8][N:7]=1)=[O:5])[CH3:2], predict the reactants needed to synthesize it. The reactants are: [CH2:1]([O:3][C:4]([C:6]1[CH:10]=[C:9]([OH:11])[NH:8][N:7]=1)=[O:5])[CH3:2].[C:12](=O)([O-])[O-].[Cs+].[Cs+].IC. (2) Given the product [CH2:1]([O:8][C:9](=[O:25])[C:10]1[CH:15]=[CH:14][CH:13]=[C:12]([O:16][C:17]2[CH:22]=[CH:21][C:20]([CH:39]=[CH:38][C:37]([O:41][CH3:42])=[O:40])=[C:19]([CH3:24])[CH:18]=2)[CH:11]=1)[C:2]1[CH:7]=[CH:6][CH:5]=[CH:4][CH:3]=1, predict the reactants needed to synthesize it. The reactants are: [CH2:1]([O:8][C:9](=[O:25])[C:10]1[CH:15]=[CH:14][CH:13]=[C:12]([O:16][C:17]2[CH:22]=[CH:21][C:20](Br)=[C:19]([CH3:24])[CH:18]=2)[CH:11]=1)[C:2]1[CH:7]=[CH:6][CH:5]=[CH:4][CH:3]=1.CCN(C(C)C)C(C)C.N#N.[C:37]([O:41][CH3:42])(=[O:40])[CH:38]=[CH2:39].C1(C)C=CC=CC=1P(C1C=CC=CC=1C)C1C=CC=CC=1C. (3) Given the product [CH:1]([O:4][C:5]([N:7]1[CH2:12][CH2:11][CH:10]([CH:13]2[CH2:17][C:16]3[CH:18]=[C:19]([C:22]4[C:27]([CH3:28])=[CH:26][C:25]([C:30]#[N:31])=[CH:24][N:23]=4)[CH:20]=[CH:21][C:15]=3[O:14]2)[CH2:9][CH2:8]1)=[O:6])([CH3:3])[CH3:2], predict the reactants needed to synthesize it. The reactants are: [CH:1]([O:4][C:5]([N:7]1[CH2:12][CH2:11][CH:10]([CH:13]2[CH2:17][C:16]3[CH:18]=[C:19]([C:22]4[C:27]([CH3:28])=[CH:26][C:25](Br)=[CH:24][N:23]=4)[CH:20]=[CH:21][C:15]=3[O:14]2)[CH2:9][CH2:8]1)=[O:6])([CH3:3])[CH3:2].[CH3:30][N:31](C)C=O. (4) Given the product [Cl:1][C:2]1[CH:7]=[C:6]([Cl:8])[CH:5]=[CH:4][C:3]=1[S:9]([N:12]([CH3:47])[C@@H:13]([CH2:41][OH:42])[C:14]([N:16]1[CH2:21][CH2:20][N:19]([C:22]([C@@H:24]([NH:29][C:30]([C:32]2[S:33][C:34]3[CH:40]=[CH:39][CH:38]=[CH:37][C:35]=3[CH:36]=2)=[O:31])[CH2:25][CH:26]([CH3:28])[CH3:27])=[O:23])[CH2:18][CH2:17]1)=[O:15])(=[O:10])=[O:11], predict the reactants needed to synthesize it. The reactants are: [Cl:1][C:2]1[CH:7]=[C:6]([Cl:8])[CH:5]=[CH:4][C:3]=1[S:9]([NH:12][C@@H:13]([CH2:41][OH:42])[C:14]([N:16]1[CH2:21][CH2:20][N:19]([C:22]([C@@H:24]([NH:29][C:30]([C:32]2[S:33][C:34]3[CH:40]=[CH:39][CH:38]=[CH:37][C:35]=3[CH:36]=2)=[O:31])[CH2:25][CH:26]([CH3:28])[CH3:27])=[O:23])[CH2:18][CH2:17]1)=[O:15])(=[O:11])=[O:10].S(OC)(O[CH3:47])(=O)=O.C(=O)([O-])[O-].[K+].[K+].C(OCC)(=O)C. (5) Given the product [CH:20]([N:24]1[CH2:4][C:3]([C:7]2[CH:12]=[CH:11][C:10]([F:13])=[C:9]([F:14])[CH:8]=2)([OH:6])[CH2:2]1)([CH2:22][CH3:23])[CH3:21], predict the reactants needed to synthesize it. The reactants are: Cl[CH2:2][C:3]([C:7]1[CH:12]=[CH:11][C:10]([F:13])=[C:9]([F:14])[CH:8]=1)([OH:6])[CH2:4]Cl.C(=O)(O)[O-].[Na+].[CH:20]([NH2:24])([CH2:22][CH3:23])[CH3:21]. (6) Given the product [C:28]([C:25]1([C:21]2[CH:20]=[C:19]([CH:24]=[CH:23][CH:22]=2)[C:18]([NH:17][C:13]2[CH:12]=[C:11]([CH:16]=[CH:15][CH:14]=2)[O:10][C:7]2[CH:8]=[CH:9][C:4]3[N:5]([CH:31]=[C:2]([NH:1][C:38](=[O:39])[C:35]4[CH:36]=[CH:37][N:32]=[CH:33][CH:34]=4)[N:3]=3)[N:6]=2)=[O:30])[CH2:27][CH2:26]1)#[N:29], predict the reactants needed to synthesize it. The reactants are: [NH2:1][C:2]1[N:3]=[C:4]2[CH:9]=[CH:8][C:7]([O:10][C:11]3[CH:12]=[C:13]([NH:17][C:18](=[O:30])[C:19]4[CH:24]=[CH:23][CH:22]=[C:21]([C:25]5([C:28]#[N:29])[CH2:27][CH2:26]5)[CH:20]=4)[CH:14]=[CH:15][CH:16]=3)=[N:6][N:5]2[CH:31]=1.[N:32]1[CH:37]=[CH:36][C:35]([C:38](O)=[O:39])=[CH:34][CH:33]=1.C(Cl)(=O)C(Cl)=O.O1CCCC1. (7) Given the product [CH3:1][C:2]1[CH:7]=[C:6]([N+:8]([O-:10])=[O:9])[CH:5]=[CH:4][C:3]=1[N:11]1[CH2:17][CH2:16][CH2:15][CH2:14][O:13][C:12]1=[O:19], predict the reactants needed to synthesize it. The reactants are: [CH3:1][C:2]1[CH:7]=[C:6]([N+:8]([O-:10])=[O:9])[CH:5]=[CH:4][C:3]=1[NH:11][C:12](=[O:19])[O:13][CH2:14][CH2:15][CH2:16][CH2:17]Cl.[K].CC(C)([O-])C. (8) Given the product [CH3:1][C:2]1[C:10]([NH:11][C:12]([C:14]2[CH:15]=[N:16][N:17]3[CH:22]=[C:21]([C:37]4[N:38]([CH3:32])[N:41]=[CH:39][CH:36]=4)[CH:20]=[CH:19][C:18]=23)=[O:13])=[CH:9][C:5]([C:6]([OH:8])=[O:7])=[CH:4][N:3]=1, predict the reactants needed to synthesize it. The reactants are: [CH3:1][C:2]1[C:10]([NH:11][C:12]([C:14]2[CH:15]=[N:16][N:17]3[CH:22]=[C:21](C4C=NN(C)C=4)[CH:20]=[CH:19][C:18]=23)=[O:13])=[CH:9][C:5]([C:6]([OH:8])=[O:7])=[CH:4][N:3]=1.BrC1C=CN2[C:36]([C:39]([NH:41]C3C(C)=NC=C(C=3)C(OC)=O)=O)=[CH:37][N:38]=[C:32]2C=1.CN1C(B2OC(C)(C)C(C)(C)O2)=CC=N1.[OH-].[Na+].